From a dataset of Catalyst prediction with 721,799 reactions and 888 catalyst types from USPTO. Predict which catalyst facilitates the given reaction. (1) Reactant: [Br:1][C:2]1[CH:11]=[CH:10][C:5]([C:6]([O:8]C)=[O:7])=[C:4]([O:12][CH3:13])[CH:3]=1.[OH-].[Na+].Cl. Product: [Br:1][C:2]1[CH:11]=[CH:10][C:5]([C:6]([OH:8])=[O:7])=[C:4]([O:12][CH3:13])[CH:3]=1. The catalyst class is: 5. (2) Reactant: CS(C)=O.C(Cl)(=O)C(Cl)=O.[CH3:11][C:12]([CH3:23])([CH2:15][O:16][CH:17]1[CH2:22][CH2:21][CH2:20][CH2:19][O:18]1)[CH2:13][OH:14].C(N(CC)CC)C.[NH4+].[Cl-]. Product: [CH3:11][C:12]([CH3:23])([CH2:15][O:16][CH:17]1[CH2:22][CH2:21][CH2:20][CH2:19][O:18]1)[CH:13]=[O:14]. The catalyst class is: 4. (3) Reactant: O=[C:2]1[C:11]2[C:6](=[CH:7][C:8]([O:18][C@H:19]3[CH2:23][CH2:22][O:21][CH2:20]3)=[C:9]([O:12][C@H:13]3[CH2:17][CH2:16][O:15][CH2:14]3)[CH:10]=2)[N:5]=[CH:4][NH:3]1.S(Cl)([Cl:26])=O.CN(C)C=O. Product: [Cl:26][C:2]1[C:11]2[C:6](=[CH:7][C:8]([O:18][C@H:19]3[CH2:23][CH2:22][O:21][CH2:20]3)=[C:9]([O:12][C@H:13]3[CH2:17][CH2:16][O:15][CH2:14]3)[CH:10]=2)[N:5]=[CH:4][N:3]=1. The catalyst class is: 10. (4) Product: [CH3:1][O:2][C:3]1[CH:4]=[C:5]([CH:19]=[CH:20][C:21]=1[O:22][CH3:23])[CH2:6][O:7][C:8]1[CH:17]=[CH:16][C:11]([C:12]([OH:14])=[O:13])=[CH:10][C:9]=1[Cl:18]. Reactant: [CH3:1][O:2][C:3]1[CH:4]=[C:5]([CH:19]=[CH:20][C:21]=1[O:22][CH3:23])[CH2:6][O:7][C:8]1[CH:17]=[CH:16][C:11]([C:12]([O:14]C)=[O:13])=[CH:10][C:9]=1[Cl:18]. The catalyst class is: 87. (5) Product: [CH:1]1([NH:4][C:5]2[N:10]3[N:11]=[CH:12][C:13](/[CH:14]=[C:35]4\[NH:29][C:30](=[O:31])[NH:32][C:33]\4=[O:34])=[C:9]3[N:8]=[C:7]([N:16]3[CH2:17][CH2:18][N:19]([C:22]([O:24][C:25]([CH3:28])([CH3:27])[CH3:26])=[O:23])[CH2:20][CH2:21]3)[CH:6]=2)[CH2:2][CH2:3]1. Reactant: [CH:1]1([NH:4][C:5]2[N:10]3[N:11]=[CH:12][C:13]([CH:14]=O)=[C:9]3[N:8]=[C:7]([N:16]3[CH2:21][CH2:20][N:19]([C:22]([O:24][C:25]([CH3:28])([CH3:27])[CH3:26])=[O:23])[CH2:18][CH2:17]3)[CH:6]=2)[CH2:3][CH2:2]1.[NH:29]1[CH2:35][C:33](=[O:34])[NH:32][C:30]1=[O:31].N1CCCCC1. The catalyst class is: 8. (6) Reactant: [Cl:1][C:2]1[CH:3]=[C:4]([N:8]2[C:12]([C:13]3[CH:18]=[CH:17][CH:16]=[C:15]([O:19][CH2:20][CH2:21][O:22][CH3:23])[CH:14]=3)=[CH:11][C:10]([C:24]([O:26]CC)=[O:25])=[N:9]2)[CH:5]=[CH:6][CH:7]=1.ClC1C=C(N2C(C3C=C(F)C=C(Cl)C=3)=CC(C(O)=O)=N2)C=CC=1F.C(#N)C.O. Product: [Cl:1][C:2]1[CH:3]=[C:4]([N:8]2[C:12]([C:13]3[CH:18]=[CH:17][CH:16]=[C:15]([O:19][CH2:20][CH2:21][O:22][CH3:23])[CH:14]=3)=[CH:11][C:10]([C:24]([OH:26])=[O:25])=[N:9]2)[CH:5]=[CH:6][CH:7]=1. The catalyst class is: 106. (7) Reactant: [H-].[Na+].[C:3]([CH:5]([CH:10]([C:21]1[CH:26]=[CH:25][CH:24]=[CH:23][C:22]=1[O:27][CH3:28])[C:11]1[C:20]2[C:15](=[CH:16][CH:17]=[CH:18][CH:19]=2)[CH:14]=[CH:13][CH:12]=1)[C:6]([O:8][CH3:9])=[O:7])#[N:4].Cl.Cl[CH2:31][CH2:32][N:33]1[CH2:38][CH2:37][O:36][CH2:35][CH2:34]1.Cl. Product: [C:3]([C@@:5]([C@H:10]([C:21]1[CH:26]=[CH:25][CH:24]=[CH:23][C:22]=1[O:27][CH3:28])[C:11]1[C:20]2[C:15](=[CH:16][CH:17]=[CH:18][CH:19]=2)[CH:14]=[CH:13][CH:12]=1)([CH2:31][CH2:32][N:33]1[CH2:38][CH2:37][O:36][CH2:35][CH2:34]1)[C:6]([O:8][CH3:9])=[O:7])#[N:4]. The catalyst class is: 656. (8) Reactant: [OH:1][C:2]1[CH:3]=[CH:4][C:5]2[O:10][CH2:9][C@H:8]([CH2:11][OH:12])[O:7][C:6]=2[CH:13]=1.[H-].[Na+].[Cl:16][C:17]([CH2:19]Cl)=[CH2:18]. Product: [Cl:16][C:17](=[CH2:18])[CH2:19][O:1][C:2]1[CH:3]=[CH:4][C:5]2[O:10][CH2:9][CH:8]([CH2:11][OH:12])[O:7][C:6]=2[CH:13]=1. The catalyst class is: 9.